This data is from Full USPTO retrosynthesis dataset with 1.9M reactions from patents (1976-2016). The task is: Predict the reactants needed to synthesize the given product. (1) Given the product [CH2:1]([O:5][C:6](=[O:30])[CH2:7][CH:8]1[C:17]2[C:12](=[C:13]([CH3:22])[C:14]([C:18]3[N:19]=[C:42]([C:41]4[CH:45]=[CH:46][C:47]([O:48][CH:49]([CH3:50])[CH3:51])=[C:39]([Cl:38])[CH:40]=4)[O:21][N:20]=3)=[CH:15][CH:16]=2)[CH2:11][CH2:10][N:9]1[C:23]([O:25][C:26]([CH3:29])([CH3:28])[CH3:27])=[O:24])[CH2:2][CH2:3][CH3:4], predict the reactants needed to synthesize it. The reactants are: [CH2:1]([O:5][C:6](=[O:30])[CH2:7][CH:8]1[C:17]2[C:12](=[C:13]([CH3:22])[C:14]([C:18]([NH:20][OH:21])=[NH:19])=[CH:15][CH:16]=2)[CH2:11][CH2:10][N:9]1[C:23]([O:25][C:26]([CH3:29])([CH3:28])[CH3:27])=[O:24])[CH2:2][CH2:3][CH3:4].C(N(CC)CC)C.[Cl:38][C:39]1[CH:40]=[C:41]([CH:45]=[CH:46][C:47]=1[O:48][CH:49]([CH3:51])[CH3:50])[C:42](Cl)=O. (2) Given the product [Br:10][C:11]1[CH:12]=[C:13]([C:17]#[C:18][C:6]2[C:5]([F:9])=[CH:4][N:3]=[C:2]([Cl:1])[N:7]=2)[CH:14]=[CH:15][CH:16]=1, predict the reactants needed to synthesize it. The reactants are: [Cl:1][C:2]1[N:7]=[C:6](Cl)[C:5]([F:9])=[CH:4][N:3]=1.[Br:10][C:11]1[CH:16]=[CH:15][CH:14]=[C:13]([C:17]#[CH:18])[CH:12]=1. (3) Given the product [CH2:1]([C:5]1[C:9]2[CH:10]=[CH:11][C:12]([C:14]([F:17])([F:15])[F:16])=[CH:13][C:8]=2[S:7][C:6]=1[CH:18]=[CH:21][C:20]([C:23]1[CH:28]=[CH:27][C:26]([CH:29]=[CH:30][C:31]([O:33][CH3:34])=[O:32])=[C:25]([CH3:35])[CH:24]=1)=[O:22])[CH:2]([CH3:4])[CH3:3], predict the reactants needed to synthesize it. The reactants are: [CH2:1]([C:5]1[C:9]2[CH:10]=[CH:11][C:12]([C:14]([F:17])([F:16])[F:15])=[CH:13][C:8]=2[S:7][C:6]=1[CH:18]=O)[CH:2]([CH3:4])[CH3:3].[C:20]([C:23]1[CH:28]=[CH:27][C:26]([CH:29]=[CH:30][C:31]([O:33][CH3:34])=[O:32])=[C:25]([CH3:35])[CH:24]=1)(=[O:22])[CH3:21].